This data is from Full USPTO retrosynthesis dataset with 1.9M reactions from patents (1976-2016). The task is: Predict the reactants needed to synthesize the given product. Given the product [O:16]=[C:7]1[C:8]2[C:13](=[CH:12][CH:11]=[CH:10][CH:9]=2)[C:14](=[O:15])[N:6]1[C:3]([CH3:5])([CH3:4])[CH2:2][N:28]1[CH:29]=[CH:30][C:26]([C:24]2[CH:23]=[CH:22][C:19]([C:20]#[N:21])=[C:18]([CH3:17])[CH:25]=2)=[N:27]1, predict the reactants needed to synthesize it. The reactants are: O[CH2:2][C:3]([N:6]1[C:14](=[O:15])[C:13]2[C:8](=[CH:9][CH:10]=[CH:11][CH:12]=2)[C:7]1=[O:16])([CH3:5])[CH3:4].[CH3:17][C:18]1[CH:25]=[C:24]([C:26]2[CH:30]=[CH:29][NH:28][N:27]=2)[CH:23]=[CH:22][C:19]=1[C:20]#[N:21].C1(P(C2C=CC=CC=2)C2C=CC=CC=2)C=CC=CC=1.CC(OC(/N=N/C(OC(C)C)=O)=O)C.